From a dataset of Catalyst prediction with 721,799 reactions and 888 catalyst types from USPTO. Predict which catalyst facilitates the given reaction. (1) Reactant: [CH:1]12[N:7]([C:8]([O:10][C:11]([CH3:14])([CH3:13])[CH3:12])=[O:9])[CH:6]1[CH2:5][CH2:4][N:3]([C:15]([O:17][CH2:18][C:19]1[CH:24]=[CH:23][CH:22]=[CH:21][CH:20]=1)=[O:16])[CH2:2]2.[CH:25]1([CH2:29][Mg]Br)[CH2:28][CH2:27][CH2:26]1.C1COCC1.[NH4+].[Cl-]. The catalyst class is: 205. Product: [C:11]([O:10][C:8]([NH:7][C@H:1]1[C@H:6]([CH2:29][CH:25]2[CH2:28][CH2:27][CH2:26]2)[CH2:5][CH2:4][N:3]([C:15]([O:17][CH2:18][C:19]2[CH:24]=[CH:23][CH:22]=[CH:21][CH:20]=2)=[O:16])[CH2:2]1)=[O:9])([CH3:14])([CH3:13])[CH3:12]. (2) Reactant: S(O)(O)(=O)=O.[CH3:6][S:7][C:8](=[NH:10])[NH2:9].CN(C)/[CH:13]=[C:14](/[C:19]([C@H:21]1[CH2:25][CH2:24][CH2:23][O:22]1)=O)\[C:15]([O:17][CH3:18])=[O:16].C([O-])(=O)C.[Na+].O. Product: [CH3:6][S:7][C:8]1[N:9]=[C:19]([C@H:21]2[CH2:25][CH2:24][CH2:23][O:22]2)[C:14]([C:15]([O:17][CH3:18])=[O:16])=[CH:13][N:10]=1. The catalyst class is: 31. (3) Reactant: [NH2:1][C:2]1[C:3]([C:7]2[N:8]([CH2:30][CH3:31])[C:9]3[C:14]([O:15][CH2:16][C@H:17]4[O:22][CH2:21][CH2:20][NH:19][CH2:18]4)=[CH:13][N:12]=[C:11]([C:23]#[C:24][C:25]([CH3:28])([OH:27])[CH3:26])[C:10]=3[N:29]=2)=[N:4][O:5][N:6]=1.C=O.[C:34](O)(=O)C.C(O[BH-](OC(=O)C)OC(=O)C)(=O)C.[Na+]. Product: [NH2:1][C:2]1[C:3]([C:7]2[N:8]([CH2:30][CH3:31])[C:9]3[C:14]([O:15][CH2:16][C@H:17]4[O:22][CH2:21][CH2:20][N:19]([CH3:34])[CH2:18]4)=[CH:13][N:12]=[C:11]([C:23]#[C:24][C:25]([CH3:26])([OH:27])[CH3:28])[C:10]=3[N:29]=2)=[N:4][O:5][N:6]=1. The catalyst class is: 5. (4) Reactant: [CH2:1]([O:3][C:4]([C@H:6]1[CH2:11][CH2:10][C@H:9]([OH:12])[CH2:8][CH2:7]1)=[O:5])[CH3:2].Cl([O-])(=O)(=O)=O.[Mg+2].Cl([O-])(=O)(=O)=O. Product: [CH2:1]([O:3][C:4]([C@H:6]1[CH2:11][CH2:10][C@H:9]([O:12][C:6]([CH3:11])([CH3:7])[CH3:4])[CH2:8][CH2:7]1)=[O:5])[CH3:2].[CH2:1]([O:3][C:4]([C@H:6]1[CH2:11][CH2:10][C@@H:9]([O:12][C:6]([CH3:11])([CH3:7])[CH3:4])[CH2:8][CH2:7]1)=[O:5])[CH3:2]. The catalyst class is: 4. (5) Reactant: [N+:1]([C:4]1[N:5]=[CH:6][NH:7][CH:8]=1)([O-:3])=[O:2].C(O)(=O)C.[N+:13]([O-])([OH:15])=[O:14].C(OC(=O)C)(=O)C. Product: [N+:13]([N:7]1[CH:8]=[C:4]([N+:1]([O-:3])=[O:2])[N:5]=[CH:6]1)([O-:15])=[O:14]. The catalyst class is: 6. (6) Reactant: [CH3:1][N:2]1[C:6]2[CH:7]=[C:8]([C:11]3[NH:15][N:14]=[C:13]([NH2:16])[CH:12]=3)[CH:9]=[CH:10][C:5]=2[N:4]=[CH:3]1.CN1C2C=CC(C3NN=C(N)C=3)=CC=2N=C1.[O:33]1[CH2:35][CH:34]1[CH2:36][N:37]1[CH2:46][CH2:45][C:44]2[C:39](=[CH:40][CH:41]=[CH:42][CH:43]=2)[CH2:38]1.CCN(C(C)C)C(C)C. Product: [CH2:38]1[C:39]2[C:44](=[CH:43][CH:42]=[CH:41][CH:40]=2)[CH2:45][CH2:46][N:37]1[CH2:36][CH:34]([OH:33])[CH2:35][NH:16][C:13]1[CH:12]=[C:11]([C:8]2[CH:9]=[CH:10][C:5]3[N:4]=[CH:3][N:2]([CH3:1])[C:6]=3[CH:7]=2)[NH:15][N:14]=1. The catalyst class is: 14. (7) Reactant: C([N:8]1[C:17]2[C:16]3[CH:18]=[CH:19][CH:20]=[CH:21][C:15]=3[N:14]([C:22]([C:24]3[CH:45]=[CH:44][C:27]([CH2:28][NH:29][C:30]([CH:32]4[CH2:37][CH2:36][N:35]([CH2:38][CH2:39][C:40]([CH3:43])([CH3:42])[CH3:41])[CH2:34][CH2:33]4)=[O:31])=[C:26]([CH3:46])[CH:25]=3)=[O:23])[CH2:13][CH2:12][C:11]=2[N:10]=[C:9]1[CH3:47])C1C=CC=CC=1.C1CCCCC=1. Product: [CH3:46][C:26]1[CH:25]=[C:24]([C:22]([N:14]2[CH2:13][CH2:12][C:11]3[N:10]=[C:9]([CH3:47])[NH:8][C:17]=3[C:16]3[CH:18]=[CH:19][CH:20]=[CH:21][C:15]2=3)=[O:23])[CH:45]=[CH:44][C:27]=1[CH2:28][NH:29][C:30]([CH:32]1[CH2:33][CH2:34][N:35]([CH2:38][CH2:39][C:40]([CH3:43])([CH3:42])[CH3:41])[CH2:36][CH2:37]1)=[O:31]. The catalyst class is: 29. (8) Reactant: [CH3:1][N:2]1[N:18]=[CH:17][C:16]2[NH:15][C:14](=[O:19])[C@H:13]([CH3:20])[CH2:12][CH2:11][CH2:10][C@H:9]([NH:21]C(=O)OC(C)(C)C)[C:8]3[CH:29]=[C:4]([CH:5]=[CH:6][CH:7]=3)[C:3]1=2.[ClH:30]. Product: [ClH:30].[NH2:21][C@@H:9]1[C:8]2[CH:29]=[C:4]([CH:5]=[CH:6][CH:7]=2)[C:3]2[N:2]([CH3:1])[N:18]=[CH:17][C:16]=2[NH:15][C:14](=[O:19])[C@H:13]([CH3:20])[CH2:12][CH2:11][CH2:10]1. The catalyst class is: 12.